Dataset: HIV replication inhibition screening data with 41,000+ compounds from the AIDS Antiviral Screen. Task: Binary Classification. Given a drug SMILES string, predict its activity (active/inactive) in a high-throughput screening assay against a specified biological target. (1) The molecule is C=CC1=C(C)C2=[N+]3C1=Cc1c(C)c(CCC(=O)O)c4n1[Co-2]31n3c(c(C)c(C=C)c3=C2)=CC2=[N+]1C(=C4)C(CCC(=O)O)=C2C. The result is 0 (inactive). (2) The molecule is c1c[nH]c(C23C4C5C6C4C2C6C53)n1. The result is 0 (inactive). (3) The compound is O=[N+]([O-])c1c(F)c(F)c2c(c1F)Nc1ccccc1S2. The result is 0 (inactive). (4) The drug is COC1OCC(N)C(O)C1O. The result is 0 (inactive). (5) The compound is COC1C=COC2(C)Oc3c(C)c(O)c4c(O)c(c(C=NNc5nc6c(N)ncnc6n5C5OC(CO)C(O)C5O)c(O)c4c3C2=O)NC(=O)C(C)=CC=CC(C)C(O)C(C)C(O)C(C)C(OC(C)=O)C1C. The result is 0 (inactive). (6) The drug is O=C(O)c1ccc(SSc2ccc(C(=O)O)cc2)cc1. The result is 1 (active).